Dataset: Peptide-MHC class I binding affinity with 185,985 pairs from IEDB/IMGT. Task: Regression. Given a peptide amino acid sequence and an MHC pseudo amino acid sequence, predict their binding affinity value. This is MHC class I binding data. The peptide sequence is SVVVPIKFI. The MHC is HLA-A02:01 with pseudo-sequence HLA-A02:01. The binding affinity (normalized) is 0.261.